From a dataset of Full USPTO retrosynthesis dataset with 1.9M reactions from patents (1976-2016). Predict the reactants needed to synthesize the given product. (1) Given the product [ClH:33].[OH:1][CH2:2][CH2:3][C:4]1[N:5]=[C:6]([C:9]2[CH:14]=[CH:13][CH:12]=[CH:11][C:10]=2[NH:15][C:16](=[O:17])[O:18][CH2:19][CH:20]2[CH2:25][CH2:24][NH:23][CH2:22][CH2:21]2)[S:7][CH:8]=1, predict the reactants needed to synthesize it. The reactants are: [OH:1][CH2:2][CH2:3][C:4]1[N:5]=[C:6]([C:9]2[CH:14]=[CH:13][CH:12]=[CH:11][C:10]=2[NH:15][C:16]([O:18][CH2:19][CH:20]2[CH2:25][CH2:24][N:23](C(OC(C)(C)C)=O)[CH2:22][CH2:21]2)=[O:17])[S:7][CH:8]=1.[ClH:33]. (2) Given the product [CH3:1][O:2][C:3]([C:5]1[CH2:6][O:7][CH2:8][CH2:9][C:10]=1[C:36]1[CH:37]=[CH:38][C:33]([O:32][CH2:25][C:26]2[CH:31]=[CH:30][CH:29]=[CH:28][CH:27]=2)=[CH:34][CH:35]=1)=[O:4], predict the reactants needed to synthesize it. The reactants are: [CH3:1][O:2][C:3]([C:5]1[CH2:6][O:7][CH2:8][CH2:9][C:10]=1OS(C(F)(F)F)(=O)=O)=[O:4].C(=O)([O-])[O-].[K+].[K+].[CH2:25]([O:32][C:33]1[CH:38]=[CH:37][C:36](B(O)O)=[CH:35][CH:34]=1)[C:26]1[CH:31]=[CH:30][CH:29]=[CH:28][CH:27]=1.O. (3) Given the product [Cl:1][C:2]1[CH:3]=[CH:4][C:5]2[N:9]=[C:8]([C:10]3[C:22]4[C:21]5[C:16](=[CH:17][CH:18]=[CH:19][CH:20]=5)[C:15](=[N:26][OH:27])[C:14]=4[CH:13]=[CH:12][CH:11]=3)[NH:7][C:6]=2[CH:24]=1, predict the reactants needed to synthesize it. The reactants are: [Cl:1][C:2]1[CH:3]=[CH:4][C:5]2[N:9]=[C:8]([C:10]3[C:22]4[C:21]5[C:16](=[CH:17][CH:18]=[CH:19][CH:20]=5)[C:15](=O)[C:14]=4[CH:13]=[CH:12][CH:11]=3)[NH:7][C:6]=2[CH:24]=1.Cl.[NH2:26][OH:27].C([O-])(=O)C.[Na+]. (4) Given the product [CH2:15]1[C:26]2[C:27](=[CH:28][CH:29]=[C:24]([NH:23][C:19]3[N:18]=[C:17]([C:16]4[C:8]([C:4]5[CH:3]=[C:2]([NH:1][C:37](=[O:38])[C:36]6[CH:35]=[CH:6][CH:7]=[CH:2][CH:3]=6)[CH:7]=[CH:6][CH:5]=5)=[N:9][N:10]5[CH:15]=[CH:14][CH:13]=[CH:12][C:11]=45)[CH:22]=[CH:21][N:20]=3)[CH:25]=2)[CH2:12][CH2:11][NH:10]1, predict the reactants needed to synthesize it. The reactants are: [NH2:1][C:2]1[CH:3]=[C:4]([C:8]2[C:16]([C:17]3[CH:22]=[CH:21][N:20]=[C:19]([NH:23][C:24]4[CH:29]=[CH:28][CH:27]=[C:26](F)[CH:25]=4)[N:18]=3)=[C:11]3[CH:12]=[CH:13][CH:14]=[CH:15][N:10]3[N:9]=2)[CH:5]=[CH:6][CH:7]=1.CN1[C:36]([C:37](Cl)=[O:38])=[CH:35]N=C1. (5) Given the product [Br:1][C:2]1[CH:9]=[CH:8][C:5]([CH:6]2[O:12][CH2:11][CH2:10][O:7]2)=[CH:4][CH:3]=1, predict the reactants needed to synthesize it. The reactants are: [Br:1][C:2]1[CH:9]=[CH:8][C:5]([CH:6]=[O:7])=[CH:4][CH:3]=1.[CH2:10](O)[CH2:11][OH:12].O. (6) Given the product [Cl:1][C:2]1[C:3]([F:42])=[C:4]([CH:8]2[C:12]([C:15]3[CH:20]=[CH:19][C:18]([Cl:21])=[CH:17][C:16]=3[F:22])([C:13]#[N:14])[CH:11]([CH2:23][C:24]([CH3:26])([CH3:27])[CH3:25])[NH:10][CH:9]2[C:28]([NH:30][C:31]2[CH:39]=[CH:38][C:34]([C:35](=[O:36])[NH:46][CH:43]([CH3:45])[CH2:44][OH:78])=[CH:33][C:32]=2[O:68][CH3:69])=[O:29])[CH:5]=[CH:6][CH:7]=1, predict the reactants needed to synthesize it. The reactants are: [Cl:1][C:2]1[C:3]([F:42])=[C:4]([C@@H:8]2[C@:12]([C:15]3[CH:20]=[CH:19][C:18]([Cl:21])=[CH:17][C:16]=3[F:22])([C:13]#[N:14])[C@H:11]([CH2:23][C:24]([CH3:27])([CH3:26])[CH3:25])[NH:10][C@H:9]2[C:28]([NH:30][C:31]2[CH:39]=[CH:38][C:34]([C:35](O)=[O:36])=[CH:33][C:32]=2OC)=[O:29])[CH:5]=[CH:6][CH:7]=1.[CH:43]([N:46](CC)C(C)C)([CH3:45])[CH3:44].F[P-](F)(F)(F)(F)F.N1([O:68][C:69](N(C)C)=[N+](C)C)C2N=CC=CC=2N=N1.C(OCC)(=[O:78])C. (7) The reactants are: Br[C:2]1[CH:7]=[CH:6][C:5]([F:8])=[CH:4][C:3]=1[CH3:9].C([Li])CCC.[F:15][C:16]1[CH:23]=[CH:22][C:19]([CH:20]=[O:21])=[CH:18][CH:17]=1.O. Given the product [F:8][C:5]1[CH:6]=[CH:7][C:2]([CH:20]([C:19]2[CH:22]=[CH:23][C:16]([F:15])=[CH:17][CH:18]=2)[OH:21])=[C:3]([CH3:9])[CH:4]=1, predict the reactants needed to synthesize it. (8) Given the product [CH3:1][N:2]([CH3:18])[C:3]([C:5]1[CH:6]=[N:7][C:8]2[C:13]([C:14]=1[O:15][CH3:16])=[CH:12][C:11]([CH:56]=[O:57])=[CH:10][CH:9]=2)=[O:4], predict the reactants needed to synthesize it. The reactants are: [CH3:1][N:2]([CH3:18])[C:3]([C:5]1[CH:6]=[N:7][C:8]2[C:13]([C:14]=1[O:15][CH3:16])=[CH:12][C:11](I)=[CH:10][CH:9]=2)=[O:4].C1(C(C2C=CC=CC=2)CCP)C=CC=CC=1.C([SiH](CCCCCC)CCCCCC)CCCCC.CN(C)[CH:56]=[O:57]. (9) Given the product [C:15]([O:19][C:20]([N:22]1[CH2:23][CH2:24][CH:25]([CH2:28][C:29]2[N:33]3[CH:34]=[C:35]([O:12][C@H:5]4[C:6]5[C:11](=[CH:10][CH:9]=[CH:8][CH:7]=5)[C@@H:2]([NH2:1])[CH2:3][CH2:4]4)[CH:36]=[CH:37][C:32]3=[N:31][N:30]=2)[CH2:26][CH2:27]1)=[O:21])([CH3:18])([CH3:16])[CH3:17], predict the reactants needed to synthesize it. The reactants are: [NH2:1][C@@H:2]1[C:11]2[C:6](=[CH:7][CH:8]=[CH:9][CH:10]=2)[C@H:5]([OH:12])[CH2:4][CH2:3]1.[H-].[Na+].[C:15]([O:19][C:20]([N:22]1[CH2:27][CH2:26][CH:25]([CH2:28][C:29]2[N:33]3[CH:34]=[C:35](F)[CH:36]=[CH:37][C:32]3=[N:31][N:30]=2)[CH2:24][CH2:23]1)=[O:21])([CH3:18])([CH3:17])[CH3:16].